This data is from CYP2C9 inhibition data for predicting drug metabolism from PubChem BioAssay. The task is: Regression/Classification. Given a drug SMILES string, predict its absorption, distribution, metabolism, or excretion properties. Task type varies by dataset: regression for continuous measurements (e.g., permeability, clearance, half-life) or binary classification for categorical outcomes (e.g., BBB penetration, CYP inhibition). Dataset: cyp2c9_veith. (1) The drug is N#CCCn1c(=O)c(CCc2ccccc2)nc2cnc(Oc3cccc(Cl)c3)nc21. The result is 1 (inhibitor). (2) The molecule is COC(=O)[C@](C)(N)Cc1ccc(O)cc1. The result is 0 (non-inhibitor). (3) The compound is CC(C)n1nnnc1SCC(=O)NCCc1ccccc1. The result is 1 (inhibitor). (4) The molecule is O=C(NCNC(=O)N[C@H]1C(=O)NC(=O)N1CO)N[C@H]1C(=O)NC(=O)N1CO. The result is 0 (non-inhibitor). (5) The drug is N#C/C(C(=O)Oc1ccccc1)=C1/Nc2ccccc2-c2ccccc21. The result is 1 (inhibitor).